This data is from Experimentally validated miRNA-target interactions with 360,000+ pairs, plus equal number of negative samples. The task is: Binary Classification. Given a miRNA mature sequence and a target amino acid sequence, predict their likelihood of interaction. (1) The miRNA is mmu-miR-107-3p with sequence AGCAGCAUUGUACAGGGCUAUCA. Result: 0 (no interaction). The protein sequence of the target gene is MAVSVPGYSPSFKRPPETVRLRRKRSRDHGAAVPASLPEPAPRRAALAAGLPLRPFPTAGGRGGAAATIARRNPFARLDNRPRVSDEASEEPLRGPQGASGPLLDSNEENNLLWEDTSSHERTGTELSQSQRVSLSESDTWSSDGTELPVDWSIKTRLLFTSSQPFSWADHLKAQEEAQGLVQHCRATEVTLPQSIQDPKLSTALRCAFQQALVYWLHPAFSWLPLFPRIGADRKMAAKTSPWSADETLQHALMSDWSVSFTSLYNLLKTKLCPYFYVCSYQFTVLFRAAGLAGSSVITA.... (2) The miRNA is cel-miR-1022-5p with sequence AAGAUCAUUGUUAGGACGCCAUC. The protein sequence of the target gene is MAREECKALLDALNKTTACYHHLVLTVGGSADTQDLREELQKTRQKARELAVATGARLTVALRDRSLATEERAEFERLWVAFSGCLDLLEADMQRALALGATFPLHAPRRPLVRTGVTGGSSAVAARALSARSLRHEAESDFDVADLPQLEREVLQVGEMIDDMEMKVNVPRWTVQARQAAGAELLSGASAGASSAGGISVEERAGPCDPSKALAATVFSAVLLVAVALALCVAKLS. Result: 0 (no interaction). (3) The miRNA is hsa-miR-362-3p with sequence AACACACCUAUUCAAGGAUUCA. The protein sequence of the target gene is MISSVCVSSYRGRKSGNKPPSKTCLKEEMAKGEASEKIIINVGGTRHETYRSTLRTLPGTRLAWLADPDGGGRPETDGGGVGSSGSSGGGGCEFFFDRHPGVFAYVLNYYRTGKLHCPADVCGPLFEEELTFWGIDETDVEPCCWMTYRQHRDAEEALDIFESPDGGGSGAGPSDEAGDDERELALQRLGPHEGGAGHGAGSGGCRGWQPRMWALFEDPYSSRAARVVAFASLFFILVSITTFCLETHEAFNIDRNVTEILRVGNITSVHFRREVETEPILTYIEGVCVLWFTLEFLVRI.... Result: 1 (interaction). (4) The miRNA is hsa-miR-629-3p with sequence GUUCUCCCAACGUAAGCCCAGC. The protein sequence of the target gene is MPSLVVSGIMERNGGFGELGCFGGSAKDRGLLEDERALQLALDQLCLLGLGEPPAPTAGEDGGGGGGGAPAQPAAPPQPAPPPPPAAPPAAPTAAPAAQTPQPPTAPKGASDAKLCALYKEAELRLKGSSNTTECVPVPTSEHVAEIVGRQGCKIKALRAKTNTYIKTPVRGEEPVFMVTGRREDVATARREIISAAEHFSMIRASRNKSGAAFGVAPALPGQVTIRVRVPYRVVGLVVGPKGATIKRIQQQTNTYIITPSRDRDPVFEITGAPGNVERAREEIETHIAVRTGKILEYNN.... Result: 1 (interaction).